From a dataset of Reaction yield outcomes from USPTO patents with 853,638 reactions. Predict the reaction yield, written as a fraction of the theoretical maximum amount of product (1.0 means a 100% yield; for example, 0.34 means a 34% yield). (1) The reactants are [CH2:1]([C:3]1([NH:8][C:9]2[C:14]([C:15]#[N:16])=[CH:13][N:12]=[C:11]([S:17][CH3:18])[N:10]=2)[CH2:7][CH2:6][CH2:5][CH2:4]1)[CH3:2].[OH:19]O.[OH-].[Na+]. The catalyst is CS(C)=O.O. The product is [CH2:1]([C:3]1([NH:8][C:9]2[C:14]([C:15]([NH2:16])=[O:19])=[CH:13][N:12]=[C:11]([S:17][CH3:18])[N:10]=2)[CH2:4][CH2:5][CH2:6][CH2:7]1)[CH3:2]. The yield is 0.900. (2) The catalyst is [Cu]I.CCCCCC.C(OCC)(=O)C.CC(O)C. The reactants are [O-]P([O-])([O-])=O.[K+].[K+].[K+].[CH2:9]([NH2:16])[C:10]1[CH:15]=[CH:14][CH:13]=[CH:12][CH:11]=1.I[C:18]1[CH:24]=[CH:23][C:21]([NH2:22])=[CH:20][CH:19]=1.C(O)CO. The yield is 0.510. The product is [CH2:9]([NH:16][C:18]1[CH:24]=[CH:23][C:21]([NH2:22])=[CH:20][CH:19]=1)[C:10]1[CH:15]=[CH:14][CH:13]=[CH:12][CH:11]=1. (3) The reactants are I[C:2]1[CH:3]=[C:4]([N:8]2[C:16]3[C:11](=[CH:12][CH:13]=[CH:14][CH:15]=3)[C:10]([C:17]([O:19][CH3:20])=[O:18])=[N:9]2)[CH:5]=[CH:6][CH:7]=1.[CH3:21][Si:22]([CH3:38])([CH3:37])[CH2:23][CH2:24][O:25][CH2:26][N:27]1[CH:31]=[C:30]([C:32]([OH:36])([C:34]#[CH:35])[CH3:33])[N:29]=[N:28]1. No catalyst specified. The product is [OH:36][C:32]([C:30]1[N:29]=[N:28][N:27]([CH2:26][O:25][CH2:24][CH2:23][Si:22]([CH3:38])([CH3:21])[CH3:37])[CH:31]=1)([CH3:33])[C:34]#[C:35][C:2]1[CH:3]=[C:4]([N:8]2[C:16]3[C:11](=[CH:12][CH:13]=[CH:14][CH:15]=3)[C:10]([C:17]([O:19][CH3:20])=[O:18])=[N:9]2)[CH:5]=[CH:6][CH:7]=1. The yield is 0.560. (4) The reactants are C([O:3][C:4](=O)[CH2:5][C:6]1[N:7]=[C:8]([C:13]2[CH:18]=[CH:17][C:16]([C:19]([F:22])([F:21])[F:20])=[CH:15][CH:14]=2)[O:9][C:10]=1[CH2:11][CH3:12])C.[H-].[H-].[H-].[H-].[Li+].[Al+3]. The catalyst is O1CCCC1. The product is [CH2:11]([C:10]1[O:9][C:8]([C:13]2[CH:14]=[CH:15][C:16]([C:19]([F:22])([F:21])[F:20])=[CH:17][CH:18]=2)=[N:7][C:6]=1[CH2:5][CH2:4][OH:3])[CH3:12]. The yield is 0.790.